From a dataset of Reaction yield outcomes from USPTO patents with 853,638 reactions. Predict the reaction yield, written as a fraction of the theoretical maximum amount of product (1.0 means a 100% yield; for example, 0.34 means a 34% yield). (1) The reactants are [NH2:1][C:2]1[C:3]([C:7]2[N:8]([CH2:37][CH3:38])[C:9]3[C:14]([O:15][CH2:16][CH:17]4[CH2:22][CH2:21][N:20](C(OC(C)(C)C)=O)[CH2:19][CH2:18]4)=[CH:13][N:12]=[C:11]([C:30]#[C:31][C:32]([OH:35])([CH3:34])[CH3:33])[C:10]=3[N:36]=2)=[N:4][O:5][N:6]=1.[ClH:39]. The catalyst is CO.O1CCOCC1. The product is [ClH:39].[NH2:1][C:2]1[C:3]([C:7]2[N:8]([CH2:37][CH3:38])[C:9]3[C:14]([O:15][CH2:16][CH:17]4[CH2:18][CH2:19][NH:20][CH2:21][CH2:22]4)=[CH:13][N:12]=[C:11]([C:30]#[C:31][C:32]([CH3:33])([OH:35])[CH3:34])[C:10]=3[N:36]=2)=[N:4][O:5][N:6]=1. The yield is 0.920. (2) The reactants are [C:1]([O:5][C:6](=[O:24])[N:7]([CH2:15][CH2:16][CH2:17][CH:18]1[CH2:23][CH2:22][CH:21]=[CH:20][CH2:19]1)[C:8]([O:10][C:11]([CH3:14])([CH3:13])[CH3:12])=[O:9])([CH3:4])([CH3:3])[CH3:2].ClC1C=CC=C(C(OO)=[O:33])C=1. No catalyst specified. The product is [C:11]([O:10][C:8](=[O:9])[N:7]([CH2:15][CH2:16][CH2:17][CH:18]1[CH2:23][CH2:22][CH:21]2[CH:20]([O:33]2)[CH2:19]1)[C:6]([O:5][C:1]([CH3:2])([CH3:3])[CH3:4])=[O:24])([CH3:14])([CH3:13])[CH3:12]. The yield is 0.900. (3) The reactants are [Br:1][C:2]1[C:3]([O:11][CH3:12])=[CH:4][C:5]([O:9][CH3:10])=[C:6]([CH:8]=1)[NH2:7].[C:13](Cl)(Cl)=[O:14]. The catalyst is CCOC(C)=O. The product is [Br:1][C:2]1[CH:8]=[C:6]([N:7]=[C:13]=[O:14])[C:5]([O:9][CH3:10])=[CH:4][C:3]=1[O:11][CH3:12]. The yield is 0.890. (4) The reactants are [CH:1]1([C:6]2[C:7]([OH:17])=[CH:8][C:9]([N+:14]([O-])=O)=[C:10]([CH:13]=2)[C:11]#[N:12])[CH2:5][CH2:4][CH2:3][CH2:2]1. The catalyst is C(O)C.[Pd]. The product is [NH2:14][C:9]1[CH:8]=[C:7]([OH:17])[C:6]([CH:1]2[CH2:2][CH2:3][CH2:4][CH2:5]2)=[CH:13][C:10]=1[C:11]#[N:12]. The yield is 1.00. (5) The reactants are [Cl:1][C:2]1[CH:9]=[CH:8][C:5]([C:6]#[N:7])=[CH:4][C:3]=1[CH:10]=[O:11].[BH4-].[Na+].Cl.C(Cl)Cl. The catalyst is C(O)C. The product is [Cl:1][C:2]1[CH:9]=[CH:8][C:5]([C:6]#[N:7])=[CH:4][C:3]=1[CH2:10][OH:11]. The yield is 0.960.